This data is from NCI-60 drug combinations with 297,098 pairs across 59 cell lines. The task is: Regression. Given two drug SMILES strings and cell line genomic features, predict the synergy score measuring deviation from expected non-interaction effect. Drug 1: C1CCC(C1)C(CC#N)N2C=C(C=N2)C3=C4C=CNC4=NC=N3. Drug 2: COC1=NC(=NC2=C1N=CN2C3C(C(C(O3)CO)O)O)N. Cell line: SK-OV-3. Synergy scores: CSS=-0.0820, Synergy_ZIP=0.0270, Synergy_Bliss=2.54, Synergy_Loewe=-3.69, Synergy_HSA=0.108.